Dataset: Reaction yield outcomes from USPTO patents with 853,638 reactions. Task: Predict the reaction yield, written as a fraction of the theoretical maximum amount of product (1.0 means a 100% yield; for example, 0.34 means a 34% yield). The reactants are [OH:1][C:2]1[CH:11]=[C:10]2[C:5]([CH:6]=[CH:7][CH:8]=[C:9]2[N:12]2[CH2:17][CH2:16][N:15]([CH3:18])[CH2:14][CH2:13]2)=[CH:4][CH:3]=1.C(N(CC)CC)C.[S:26](O[S:26]([C:29]([F:32])([F:31])[F:30])(=[O:28])=[O:27])([C:29]([F:32])([F:31])[F:30])(=[O:28])=[O:27].[Cl-].[NH4+]. The catalyst is C(Cl)Cl. The product is [F:30][C:29]([F:32])([F:31])[S:26]([O:1][C:2]1[CH:11]=[C:10]2[C:5]([CH:6]=[CH:7][CH:8]=[C:9]2[N:12]2[CH2:17][CH2:16][N:15]([CH3:18])[CH2:14][CH2:13]2)=[CH:4][CH:3]=1)(=[O:28])=[O:27]. The yield is 0.710.